From a dataset of Catalyst prediction with 721,799 reactions and 888 catalyst types from USPTO. Predict which catalyst facilitates the given reaction. (1) Reactant: [CH3:1][O:2][C:3](=[O:14])[C:4]1[CH:9]=[CH:8][C:7]([N+:10]([O-:12])=[O:11])=[CH:6][C:5]=1[OH:13].[H-].[Na+].[CH3:17]I. Product: [CH3:1][O:2][C:3](=[O:14])[C:4]1[CH:9]=[CH:8][C:7]([N+:10]([O-:12])=[O:11])=[CH:6][C:5]=1[O:13][CH3:17]. The catalyst class is: 9. (2) The catalyst class is: 231. Reactant: Cl[C:2]1[N:7]=[C:6]2[N:8]([CH3:16])[C:9](=[O:15])[N:10]([CH2:11][CH:12]3[CH2:14][CH2:13]3)[C:5]2=[CH:4][CH:3]=1.[CH3:17]C(C1C=C(C(C)C)C(C2C=CC=CC=2P(C2CCCCC2)C2CCCCC2)=C(C(C)C)C=1)C.[Br-].[C:52]([CH2:54][CH2:55][CH2:56][Zn+])#[N:53].C1COCC1. Product: [CH3:17][C:12]([CH3:13])([CH3:14])[CH2:11][N:10]1[C:5]2[C:6](=[N:7][C:2]([CH2:56][CH2:55][CH2:54][C:52]#[N:53])=[CH:3][CH:4]=2)[N:8]([CH3:16])[C:9]1=[O:15]. (3) Reactant: [Br:1]N1C(=O)CCC1=O.[CH:9]1[C:14]2[NH:15][C:16]3[C:21]([C:13]=2[CH:12]=[C:11]([C:22]([O:24][CH2:25][CH3:26])=[O:23])[N:10]=1)=[CH:20][CH:19]=[CH:18][CH:17]=3. Product: [Br:1][C:19]1[CH:20]=[C:21]2[C:16](=[CH:17][CH:18]=1)[NH:15][C:14]1[CH:9]=[N:10][C:11]([C:22]([O:24][CH2:25][CH3:26])=[O:23])=[CH:12][C:13]2=1. The catalyst class is: 15. (4) Reactant: [F:1][C:2]1[CH:7]=[CH:6][C:5]([C:8]2[O:26][C:11]3[CH:12]=[C:13]([NH:21][S:22]([CH3:25])(=[O:24])=[O:23])[C:14]4[O:18][CH:17]([CH2:19][OH:20])[CH2:16][C:15]=4[C:10]=3[C:9]=2[C:27]([NH:29][CH3:30])=[O:28])=[CH:4][CH:3]=1.[C:31]([O-])([O-])=O.[K+].[K+].CI. Product: [F:1][C:2]1[CH:7]=[CH:6][C:5]([C:8]2[O:26][C:11]3[CH:12]=[C:13]([N:21]([CH3:31])[S:22]([CH3:25])(=[O:23])=[O:24])[C:14]4[O:18][CH:17]([CH2:19][OH:20])[CH2:16][C:15]=4[C:10]=3[C:9]=2[C:27]([NH:29][CH3:30])=[O:28])=[CH:4][CH:3]=1. The catalyst class is: 18. (5) Reactant: [Br:1][C:2]1[CH:11]=[C:10]2[C:5]([CH2:6][CH2:7][C:8]3[N:9]2[C:12]([C:18]2[S:19][CH:20]=[CH:21][CH:22]=2)=[N:13][C:14]=3[C:15](O)=[O:16])=[CH:4][C:3]=1[O:23][CH3:24].Cl.[CH3:26][NH:27][C:28]([CH3:31])([CH3:30])[CH3:29].CN(C(ON1N=NC2C=CC=NC1=2)=[N+](C)C)C.F[P-](F)(F)(F)(F)F.C(N(CC)C(C)C)(C)C. Product: [Br:1][C:2]1[CH:11]=[C:10]2[C:5]([CH2:6][CH2:7][C:8]3[N:9]2[C:12]([C:18]2[S:19][CH:20]=[CH:21][CH:22]=2)=[N:13][C:14]=3[C:15]([N:27]([C:28]([CH3:31])([CH3:30])[CH3:29])[CH3:26])=[O:16])=[CH:4][C:3]=1[O:23][CH3:24]. The catalyst class is: 18.